From a dataset of Full USPTO retrosynthesis dataset with 1.9M reactions from patents (1976-2016). Predict the reactants needed to synthesize the given product. (1) Given the product [ClH:25].[F:24][C:19]1([F:23])[CH2:20][CH2:21][CH2:22][N:17]([C:13]2[CH:14]=[C:15]3[C:10](=[CH:11][CH:12]=2)[CH2:9][NH:8][CH2:16]3)[CH2:18]1, predict the reactants needed to synthesize it. The reactants are: C(OC([N:8]1[CH2:16][C:15]2[C:10](=[CH:11][CH:12]=[C:13]([N:17]3[CH2:22][CH2:21][CH2:20][C:19]([F:24])([F:23])[CH2:18]3)[CH:14]=2)[CH2:9]1)=O)(C)(C)C.[ClH:25]. (2) Given the product [N+:1]([C:4]1[CH:5]=[N:6][N:7]([CH2:10][CH2:11][C:12]2[CH:17]=[CH:16][CH:15]=[CH:14][CH:13]=2)[CH:8]=1)([O-:3])=[O:2], predict the reactants needed to synthesize it. The reactants are: [N+:1]([C:4]1[CH:5]=[N:6][NH:7][CH:8]=1)([O-:3])=[O:2].Br[CH2:10][CH2:11][C:12]1[CH:17]=[CH:16][CH:15]=[CH:14][CH:13]=1.C([O-])([O-])=O.[Cs+].[Cs+]. (3) Given the product [CH3:16][C:14]1[N:11]=[C:9]([CH2:8][CH2:7][C:1]2[CH:6]=[CH:5][CH:4]=[CH:3][CH:2]=2)[O:10][C:13]=1[C:12]([O:18][CH2:19][CH3:20])=[O:17], predict the reactants needed to synthesize it. The reactants are: [C:1]1([CH2:7][CH2:8][C:9]([NH2:11])=[O:10])[CH:6]=[CH:5][CH:4]=[CH:3][CH:2]=1.[C:12]([O:18][CH2:19][CH2:20]Cl)(=[O:17])[CH2:13][C:14]([CH3:16])=O. (4) Given the product [O:14]1[C:18]2([CH2:23][CH2:22][CH:21]([NH:6][C@@H:5]([C:4]([O:3][CH3:2])=[O:8])[CH3:7])[CH2:20][CH2:19]2)[O:17][CH2:16][CH2:15]1, predict the reactants needed to synthesize it. The reactants are: Cl.[CH3:2][O:3][C:4](=[O:8])[C@@H:5]([CH3:7])[NH2:6].C([O-])(=O)C.[K+].[O:14]1[C:18]2([CH2:23][CH2:22][C:21](=O)[CH2:20][CH2:19]2)[O:17][CH2:16][CH2:15]1.C(O[BH-](OC(=O)C)OC(=O)C)(=O)C.[Na+].C(=O)(O)[O-].[Na+].